From a dataset of Catalyst prediction with 721,799 reactions and 888 catalyst types from USPTO. Predict which catalyst facilitates the given reaction. Reactant: [N+:1]([C:4]1[CH:23]=[CH:22][CH:21]=[CH:20][C:5]=1[C:6]([NH:8][C:9]1[CH:19]=[CH:18][CH:17]=[CH:16][C:10]=1[C:11]([O:13][CH2:14][CH3:15])=[O:12])=[O:7])([O-])=O.CO. Product: [NH2:1][C:4]1[CH:23]=[CH:22][CH:21]=[CH:20][C:5]=1[C:6]([NH:8][C:9]1[CH:19]=[CH:18][CH:17]=[CH:16][C:10]=1[C:11]([O:13][CH2:14][CH3:15])=[O:12])=[O:7]. The catalyst class is: 99.